From a dataset of Full USPTO retrosynthesis dataset with 1.9M reactions from patents (1976-2016). Predict the reactants needed to synthesize the given product. (1) The reactants are: [Cl:1][C:2]1[CH:10]=[C:9]([C:11]([NH:13][C@H:14]([C:16]2[NH:20][C:19]3[CH:21]=[CH:22][C:23]([Cl:25])=[CH:24][C:18]=3[N:17]=2)[CH3:15])=[O:12])[CH:8]=[CH:7][C:3]=1[C:4]([OH:6])=O.CN(C(ON1N=NC2C=CC=CC1=2)=[N+](C)C)C.[B-](F)(F)(F)F.C(N(C(C)C)CC)(C)C.[C:57]([O:61][C:62]([NH:64][CH2:65][CH2:66][C@@H:67]1[CH2:71][CH2:70][CH2:69][NH:68]1)=[O:63])([CH3:60])([CH3:59])[CH3:58].ClCl. Given the product [Cl:25][C:23]1[CH:22]=[CH:21][C:19]2[NH:20][C:16]([C@@H:14]([NH:13][C:11](=[O:12])[C:9]3[CH:8]=[CH:7][C:3]([C:4]([N:68]4[CH2:69][CH2:70][CH2:71][C@H:67]4[CH2:66][CH2:65][NH:64][C:62]([O:61][C:57]([CH3:60])([CH3:59])[CH3:58])=[O:63])=[O:6])=[C:2]([Cl:1])[CH:10]=3)[CH3:15])=[N:17][C:18]=2[CH:24]=1, predict the reactants needed to synthesize it. (2) Given the product [CH3:10][N:11]([CH3:12])[C:4]1[CH:5]=[C:6]([CH3:8])[N:7]=[C:2]([NH2:1])[CH:3]=1, predict the reactants needed to synthesize it. The reactants are: [NH2:1][C:2]1[N:7]=[C:6]([CH3:8])[CH:5]=[C:4](Cl)[CH:3]=1.[CH3:10][NH:11][CH3:12]. (3) Given the product [CH2:2]([O:4][C:5](=[O:15])[C@@H:6]([NH:14][C:28]([O:27][C:23]([CH3:26])([CH3:25])[CH3:24])=[O:29])[CH2:7][CH2:8][C:9]([O:11][CH2:12][CH3:13])=[O:10])[CH3:3], predict the reactants needed to synthesize it. The reactants are: Cl.[CH2:2]([O:4][C:5](=[O:15])[C@@H:6]([NH2:14])[CH2:7][CH2:8][C:9]([O:11][CH2:12][CH3:13])=[O:10])[CH3:3].C(N(CC)CC)C.[C:23]([O:27][C:28](O[C:28]([O:27][C:23]([CH3:26])([CH3:25])[CH3:24])=[O:29])=[O:29])([CH3:26])([CH3:25])[CH3:24].O. (4) Given the product [Br:1][C:2]1[CH:8]=[C:7]([F:9])[C:6]([Cl:10])=[CH:5][C:3]=1[N:4]1[C:33](=[O:32])[C:35]2([CH2:37][CH2:36]2)[NH:38][C:22]1=[O:28], predict the reactants needed to synthesize it. The reactants are: [Br:1][C:2]1[CH:8]=[C:7]([F:9])[C:6]([Cl:10])=[CH:5][C:3]=1[NH2:4].C(N(CC)CC)C.ClC(Cl)(O[C:22](=[O:28])OC(Cl)(Cl)Cl)Cl.C([O:32][C:33]([C:35]1([NH2:38])[CH2:37][CH2:36]1)=O)C.Cl.C(=O)([O-])[O-].[K+].[K+]. (5) Given the product [N:22]([S:13][CH2:12][C@@H:11]([C:14]([NH:16][CH2:17][C:18]([OH:20])=[O:19])=[O:15])[NH:10][C:8](=[O:9])[CH2:7][CH2:6][C@@H:2]([C:3]([OH:5])=[O:4])[NH2:1])=[O:23], predict the reactants needed to synthesize it. The reactants are: [NH2:1][C@@H:2]([CH2:6][CH2:7][C:8]([NH:10][C@H:11]([C:14]([NH:16][CH2:17][C:18]([OH:20])=[O:19])=[O:15])[CH2:12][SH:13])=[O:9])[C:3]([OH:5])=[O:4].Cl.[N:22]([O-])=[O:23].[Na+]. (6) Given the product [S:22]1[C:18]2[CH:17]=[CH:16][C:15]([CH:7]([C:6]([OH:24])=[O:5])[C:8]([OH:10])=[O:9])=[CH:23][C:19]=2[CH:20]=[CH:21]1, predict the reactants needed to synthesize it. The reactants are: C([O:5][C:6](=[O:24])[CH:7]([C:15]1[CH:16]=[CH:17][C:18]2[S:22][CH:21]=[CH:20][C:19]=2[CH:23]=1)[C:8]([O:10]C(C)(C)C)=[O:9])(C)(C)C.O.C1(C)C=CC(S(O)(=O)=O)=CC=1.